The task is: Predict the product of the given reaction.. This data is from Forward reaction prediction with 1.9M reactions from USPTO patents (1976-2016). The product is: [Br:1][C:2]1[CH:3]=[C:4]([O:11][CH3:12])[C:5]2[N:10]=[N:14][N:8]([CH3:9])[C:6]=2[CH:7]=1. Given the reactants [Br:1][C:2]1[CH:7]=[C:6]([NH:8][CH3:9])[C:5]([NH2:10])=[C:4]([O:11][CH3:12])[CH:3]=1.Cl.[N:14]([O-])=O.[Na+], predict the reaction product.